This data is from Catalyst prediction with 721,799 reactions and 888 catalyst types from USPTO. The task is: Predict which catalyst facilitates the given reaction. (1) The catalyst class is: 282. Reactant: [CH3:1][C:2]1[CH:7]=[C:6]([CH3:8])[CH:5]=[C:4]([CH3:9])[C:3]=1[S:10](Cl)(=[O:12])=[O:11].[OH:14][NH:15][C:16](=[O:22])[O:17][C:18]([CH3:21])([CH3:20])[CH3:19].C(N(CC)CC)C. Product: [C:2]1([CH3:1])[CH:7]=[C:6]([CH3:8])[CH:5]=[C:4]([CH3:9])[C:3]=1[S:10]([O:14][NH:15][C:16](=[O:22])[O:17][C:18]([CH3:21])([CH3:20])[CH3:19])(=[O:11])=[O:12]. (2) Reactant: [C:1]([C:3]1[C:4]([N:15]2[CH2:18][CH:17]([CH2:19][C:20]([OH:22])=O)[CH2:16]2)=[N:5][C:6]([CH3:14])=[C:7]([C:9]([O:11][CH2:12][CH3:13])=[O:10])[CH:8]=1)#[N:2].CN(C(ON1N=NC2C=CC=CC1=2)=[N+](C)C)C.[B-](F)(F)(F)F.CCN(C(C)C)C(C)C.[C:54]1([CH2:60][S:61]([NH2:64])(=[O:63])=[O:62])[CH:59]=[CH:58][CH:57]=[CH:56][CH:55]=1.C([O-])(O)=O.[Na+]. Product: [CH2:60]([S:61]([NH:64][C:20](=[O:22])[CH2:19][CH:17]1[CH2:16][N:15]([C:4]2[C:3]([C:1]#[N:2])=[CH:8][C:7]([C:9]([O:11][CH2:12][CH3:13])=[O:10])=[C:6]([CH3:14])[N:5]=2)[CH2:18]1)(=[O:63])=[O:62])[C:54]1[CH:59]=[CH:58][CH:57]=[CH:56][CH:55]=1. The catalyst class is: 2. (3) Reactant: [Br:1][C:2]1[CH:10]=[CH:9][C:5]([C:6]([OH:8])=O)=[C:4]([N+:11]([O-:13])=[O:12])[CH:3]=1.C(N(CC)CC)C.ClC(OCC(C)C)=O.[CH3:29][O:30][C:31]1[CH:38]=[CH:37][CH:36]=[C:35]([O:39][CH3:40])[C:32]=1[CH2:33][NH2:34]. Product: [Br:1][C:2]1[CH:10]=[CH:9][C:5]([C:6]([NH:34][CH2:33][C:32]2[C:35]([O:39][CH3:40])=[CH:36][CH:37]=[CH:38][C:31]=2[O:30][CH3:29])=[O:8])=[C:4]([N+:11]([O-:13])=[O:12])[CH:3]=1. The catalyst class is: 4. (4) Reactant: [CH3:1][S:2]([C:5]1[CH:10]=[CH:9][C:8]([CH:11]([CH2:24][CH:25]2[CH2:30][CH2:29][O:28][CH2:27][CH2:26]2)[C:12](=O)[CH2:13][CH2:14][C:15]([C:17]2[CH:22]=[CH:21][CH:20]=[CH:19][N:18]=2)=O)=[CH:7][CH:6]=1)(=[O:4])=[O:3].C([O-])(=O)C.[NH4+:35]. Product: [CH3:1][S:2]([C:5]1[CH:6]=[CH:7][C:8]([CH:11]([C:12]2[NH:35][C:15]([C:17]3[CH:22]=[CH:21][CH:20]=[CH:19][N:18]=3)=[CH:14][CH:13]=2)[CH2:24][CH:25]2[CH2:26][CH2:27][O:28][CH2:29][CH2:30]2)=[CH:9][CH:10]=1)(=[O:3])=[O:4]. The catalyst class is: 342.